Predict the product of the given reaction. From a dataset of Forward reaction prediction with 1.9M reactions from USPTO patents (1976-2016). Given the reactants [F:1][C:2]([F:16])([F:15])[C:3]1[CH:4]=[C:5]([CH:8]=[C:9]([C:11]([F:14])([F:13])[F:12])[CH:10]=1)[CH2:6]Br.[I-:17].[Na+].[CH:19]1[CH:24]=[CH:23][C:22]([P:25]([C:32]2[CH:37]=[CH:36][CH:35]=[CH:34][CH:33]=2)[C:26]2[CH:31]=[CH:30][CH:29]=[CH:28][CH:27]=2)=[CH:21][CH:20]=1, predict the reaction product. The product is: [I-:17].[F:1][C:2]([F:16])([F:15])[C:3]1[CH:4]=[C:5]([CH:8]=[C:9]([C:11]([F:14])([F:13])[F:12])[CH:10]=1)[CH2:6][P+:25]([C:26]1[CH:27]=[CH:28][CH:29]=[CH:30][CH:31]=1)([C:32]1[CH:37]=[CH:36][CH:35]=[CH:34][CH:33]=1)[C:22]1[CH:21]=[CH:20][CH:19]=[CH:24][CH:23]=1.